From a dataset of Full USPTO retrosynthesis dataset with 1.9M reactions from patents (1976-2016). Predict the reactants needed to synthesize the given product. (1) The reactants are: Cl.[CH:2]([NH:5][NH2:6])([CH3:4])[CH3:3].C(O)(=O)C.[CH:11](=O)[C:12]([CH3:14])=[O:13]. Given the product [CH:2]([NH:5][N:6]=[CH:11][C:12](=[O:13])[CH3:14])([CH3:4])[CH3:3], predict the reactants needed to synthesize it. (2) Given the product [CH:65]1([CH2:64][N:63]2[CH2:62][CH2:61][CH:60]([NH:59][C:57]([NH:56][C:53]3[CH:54]=[CH:55][C:50]([O:49][C:40]4[C:39]5[C:44](=[CH:45][C:46]([O:47][CH3:48])=[C:37]([O:36][CH3:35])[CH:38]=5)[N:43]=[CH:42][CH:41]=4)=[CH:51][CH:52]=3)=[O:58])[CH2:24]2)[CH2:5][CH2:4][CH2:3][CH2:12][CH2:11]1, predict the reactants needed to synthesize it. The reactants are: CO[C:3]1[CH:4]=[C:5]2C(=[CH:11][C:12]=1OC)N=CC=C2O[C:3]1[CH:12]=[CH:11]C(N)=[CH:5][CH:4]=1.Cl[C:24](Cl)(OC(=O)OC(Cl)(Cl)Cl)Cl.[CH3:35][O:36][C:37]1[CH:38]=[C:39]2[C:44](=[CH:45][C:46]=1[O:47][CH3:48])[N:43]=[CH:42][CH:41]=[C:40]2[O:49][C:50]1[CH:55]=[CH:54][C:53]([NH:56][C:57]([NH:59][CH:60]2[CH2:65][CH2:64][NH:63][CH2:62][CH2:61]2)=[O:58])=[CH:52][CH:51]=1.C(=O)([O-])O.[Na+]. (3) The reactants are: NC(C)(C)[CH2:3][OH:4].[C:7]([C:10]1[CH:18]=[CH:17][C:13](C(O)=O)=[CH:12][CH:11]=1)(=O)[CH3:8].C(Cl)C[Cl:21].C1C=CC2N(O)N=NC=2C=1.CCN(C(C)C)C(C)C. Given the product [C:3]([Cl:21])(=[O:4])[CH2:8][CH2:7][C:10]1[CH:11]=[CH:12][CH:13]=[CH:17][CH:18]=1, predict the reactants needed to synthesize it. (4) Given the product [NH:5]1[CH2:6][CH2:7][CH2:8][CH2:9][C@H:4]1[C:2]([NH2:1])=[O:3], predict the reactants needed to synthesize it. The reactants are: [NH2:1][C:2]([C@@H:4]1[CH2:9][CH2:8][CH2:7][CH2:6][N:5]1C(OC(C)(C)C)=O)=[O:3].O1CCOCC1. (5) Given the product [CH:7]1([NH:3][C:15]([C:12]2[CH:13]=[CH:14][NH:10][CH:11]=2)=[O:17])[CH2:9][CH2:8]1, predict the reactants needed to synthesize it. The reactants are: CC[N:3]([CH:7]([CH3:9])[CH3:8])C(C)C.[NH:10]1[CH:14]=[CH:13][C:12]([C:15]([OH:17])=O)=[CH:11]1.C1(N)CC1.CN(C(ON1N=NC2C=CC=NC1=2)=[N+](C)C)C.F[P-](F)(F)(F)(F)F.